Dataset: Forward reaction prediction with 1.9M reactions from USPTO patents (1976-2016). Task: Predict the product of the given reaction. (1) Given the reactants [C:1]1(=O)[CH2:6][CH2:5][CH2:4][CH2:3][C:2]1=O.[C:9]([CH2:11][C:12]([NH:14][NH2:15])=[O:13])#[N:10], predict the reaction product. The product is: [OH:13][C:12]1[N:14]=[N:15][C:2]2[CH2:3][CH2:4][CH2:5][CH2:6][C:1]=2[C:11]=1[C:9]#[N:10]. (2) The product is: [F:10][C:7]([F:8])([F:9])[C:6]([NH:14][C:15]1[CH:20]=[CH:19][N:18]2[N:21]=[CH:22][C:23]([CH:24]=[O:25])=[C:17]2[CH:16]=1)=[O:11]. Given the reactants [F:8][C:7]([F:10])([F:9])[C:6](O[C:6](=[O:11])[C:7]([F:10])([F:9])[F:8])=[O:11].[NH2:14][C:15]1[CH:20]=[CH:19][N:18]2[N:21]=[CH:22][C:23]([CH:24]=[O:25])=[C:17]2[CH:16]=1.CCN(CC)CC, predict the reaction product. (3) Given the reactants N1C=CC=CC=1C(O)=O.P([O-])([O-])([O-])=O.[K+].[K+].[K+].I[C:19]1[CH:24]=[CH:23][CH:22]=[C:21]([O:25][CH3:26])[CH:20]=1.[O:27]=[S:28]1(=[O:47])[CH2:33][CH2:32][N:31]2[CH:34]3[CH2:39][CH2:38][C:37]([C:40]4[CH:45]=[CH:44][C:43]([OH:46])=[CH:42][CH:41]=4)([C:30]2=[N:29]1)[CH2:36][CH2:35]3, predict the reaction product. The product is: [CH3:26][O:25][C:21]1[CH:20]=[C:19]([CH:24]=[CH:23][CH:22]=1)[O:46][C:43]1[CH:42]=[CH:41][C:40]([C:37]23[CH2:38][CH2:39][CH:34]([N:31]4[CH2:32][CH2:33][S:28](=[O:27])(=[O:47])[N:29]=[C:30]42)[CH2:35][CH2:36]3)=[CH:45][CH:44]=1.